This data is from Forward reaction prediction with 1.9M reactions from USPTO patents (1976-2016). The task is: Predict the product of the given reaction. (1) Given the reactants Br.[NH2:2][C:3]1[C:4]([OH:18])=[C:5]([C:9]2[CH:14]=[CH:13][CH:12]=[C:11]([C:15]([OH:17])=[O:16])[CH:10]=2)[CH:6]=[CH:7][CH:8]=1.[N:19]([O-])=O.[Na+].[CH2:23]1[C:31]2[C:26](=[CH:27][C:28]([N:32]3[C:36](=[O:37])[CH2:35][C:34]([CH3:38])=[N:33]3)=[CH:29][CH:30]=2)[CH2:25][CH2:24]1.C(=O)(O)[O-].[Na+], predict the reaction product. The product is: [OH:18][C:4]1[C:3]([NH:2][N:19]=[C:35]2[C:36](=[O:37])[N:32]([C:28]3[CH:27]=[C:26]4[C:31](=[CH:30][CH:29]=3)[CH2:23][CH2:24][CH2:25]4)[N:33]=[C:34]2[CH3:38])=[CH:8][CH:7]=[CH:6][C:5]=1[C:9]1[CH:14]=[CH:13][CH:12]=[C:11]([C:15]([OH:17])=[O:16])[CH:10]=1. (2) Given the reactants [CH3:1][O:2][C:3]1[CH:8]=[CH:7][C:6]([C:9]2[S:18][C:12]3[C:13](=[O:17])[NH:14][N:15]=[CH:16][C:11]=3[CH:10]=2)=[CH:5][CH:4]=1.[H-].[Na+].CS(O[CH2:26][C:27]1[N:32]=[C:31]([O:33][CH2:34][C@@H:35]2[CH2:40][CH2:39][CH2:38][CH2:37][N:36]2[C:41]([O:43][C:44]([CH3:47])([CH3:46])[CH3:45])=[O:42])[CH:30]=[CH:29][CH:28]=1)(=O)=O.O, predict the reaction product. The product is: [CH3:1][O:2][C:3]1[CH:4]=[CH:5][C:6]([C:9]2[S:18][C:12]3[C:13](=[O:17])[N:14]([CH2:26][C:27]4[N:32]=[C:31]([O:33][CH2:34][C@@H:35]5[CH2:40][CH2:39][CH2:38][CH2:37][N:36]5[C:41]([O:43][C:44]([CH3:47])([CH3:46])[CH3:45])=[O:42])[CH:30]=[CH:29][CH:28]=4)[N:15]=[CH:16][C:11]=3[CH:10]=2)=[CH:7][CH:8]=1. (3) Given the reactants S(=O)(=O)(O)[O-].[CH3:6][O:7][C:8]1[CH:13]=[C:12]([NH:14][C:15]2[CH:20]=[CH:19][CH:18]=[CH:17][CH:16]=2)[CH:11]=[CH:10][C:9]=1[N+:21]#[N:22].C(=O)(O)[O-].[Na+].[S:28]([O-:48])([O:31][CH2:32][CH2:33][CH2:34][CH2:35][CH2:36][CH2:37][CH2:38][CH2:39][CH2:40][CH2:41][CH2:42][CH2:43][CH2:44][CH2:45][CH2:46][CH3:47])(=[O:30])=[O:29].[Na+].S([O-])(OCCCCCCCCCCCCCCCC)(=O)=O, predict the reaction product. The product is: [CH2:32]([O:31][S:28]([O-:48])(=[O:30])=[O:29])[CH2:33][CH2:34][CH2:35][CH2:36][CH2:37][CH2:38][CH2:39][CH2:40][CH2:41][CH2:42][CH2:43][CH2:44][CH2:45][CH2:46][CH3:47].[CH3:6][O:7][C:8]1[CH:13]=[C:12]([NH:14][C:15]2[CH:20]=[CH:19][CH:18]=[CH:17][CH:16]=2)[CH:11]=[CH:10][C:9]=1[N+:21]#[N:22]. (4) Given the reactants [CH2:1]([N:3]([CH2:6][CH3:7])[CH2:4][CH3:5])C.[CH2:8]([O:10][C:11](=[O:41])[CH2:12][C:13]1[CH:22]=[C:21]([C:23](=[O:39])[C:24]2[CH:29]=[CH:28][C:27]([S:30]([N:33]3CCNCC3)(=[O:32])=[O:31])=[CH:26][CH:25]=2)[C:20]2[C:15](=[CH:16][CH:17]=[C:18]([F:40])[CH:19]=2)[CH:14]=1)[CH3:9].C=O.C([BH3-])#N.[Na+], predict the reaction product. The product is: [CH2:8]([O:10][C:11](=[O:41])[CH2:12][C:13]1[CH:22]=[C:21]([C:23](=[O:39])[C:24]2[CH:25]=[CH:26][C:27]([S:30]([N:33]3[CH2:7][CH2:6][N:3]([CH3:1])[CH2:4][CH2:5]3)(=[O:32])=[O:31])=[CH:28][CH:29]=2)[C:20]2[C:15](=[CH:16][CH:17]=[C:18]([F:40])[CH:19]=2)[CH:14]=1)[CH3:9]. (5) Given the reactants C[Si](C)(C)[N-][Si](C)(C)C.[Na+].[Cl-].[CH3:12][O:13][CH2:14][P+](C1C=CC=CC=1)(C1C=CC=CC=1)C1C=CC=CC=1.[N:34]1[CH:39]=[CH:38][N:37]=[CH:36][C:35]=1[C:40]1[CH:47]=[CH:46][C:43]([CH:44]=O)=[CH:42][CH:41]=1, predict the reaction product. The product is: [CH3:12][O:13]/[CH:14]=[CH:44]/[C:43]1[CH:46]=[CH:47][C:40]([C:35]2[CH:36]=[N:37][CH:38]=[CH:39][N:34]=2)=[CH:41][CH:42]=1. (6) Given the reactants [Cl:1][C:2]1[C:7]([C:8]([NH:10][C@@H:11]([CH3:14])[CH2:12][OH:13])=[O:9])=[C:6](Cl)[N:5]=[CH:4][N:3]=1.[NH3:16], predict the reaction product. The product is: [NH2:16][C:6]1[C:7]([C:8]([NH:10][C@@H:11]([CH3:14])[CH2:12][OH:13])=[O:9])=[C:2]([Cl:1])[N:3]=[CH:4][N:5]=1. (7) Given the reactants Br[C:2]1[C:3](=[O:11])[N:4]([CH3:10])[C:5](=[O:9])[N:6]([CH3:8])[N:7]=1.[CH2:12]([CH:19]1[CH2:24][CH2:23][NH:22][CH2:21][CH2:20]1)[C:13]1[CH:18]=[CH:17][CH:16]=[CH:15][CH:14]=1, predict the reaction product. The product is: [CH2:3]([OH:11])[CH2:2][CH2:12][CH3:13].[CH2:12]([CH:19]1[CH2:24][CH2:23][N:22]([C:2]2[C:3](=[O:11])[N:4]([CH3:10])[C:5](=[O:9])[N:6]([CH3:8])[N:7]=2)[CH2:21][CH2:20]1)[C:13]1[CH:18]=[CH:17][CH:16]=[CH:15][CH:14]=1.